This data is from Full USPTO retrosynthesis dataset with 1.9M reactions from patents (1976-2016). The task is: Predict the reactants needed to synthesize the given product. Given the product [C:11]([N:14]1[C:21]2[CH:22]=[CH:23][CH:24]=[CH:25][C:20]=2[CH:19]=[CH:18][C:8]2[CH:7]=[N:6][C:5]([Cl:10])=[CH:4][C:3]=2[CH2:2]1)(=[O:13])[CH3:12], predict the reactants needed to synthesize it. The reactants are: Br[CH2:2][C:3]1[C:8](I)=[CH:7][N:6]=[C:5]([Cl:10])[CH:4]=1.[C:11]([N:14]1[C:21]2[CH:22]=[CH:23][CH:24]=[CH:25][C:20]=2[CH:19]=[CH:18]C2N=C(Cl)C(F)=CC=2C1)(=[O:13])[CH3:12].